Task: Predict which catalyst facilitates the given reaction.. Dataset: Catalyst prediction with 721,799 reactions and 888 catalyst types from USPTO (1) Reactant: [N:1]1[CH:6]=[CH:5][CH:4]=[CH:3][C:2]=1[C:7]1[CH:8]=[C:9]([CH:14]=[CH:15][CH:16]=1)[C:10]([O:12]C)=[O:11].[OH-].[Na+]. Product: [N:1]1[CH:6]=[CH:5][CH:4]=[CH:3][C:2]=1[C:7]1[CH:8]=[C:9]([CH:14]=[CH:15][CH:16]=1)[C:10]([OH:12])=[O:11]. The catalyst class is: 5. (2) Reactant: Br[C:2]1[CH:7]=[CH:6][C:5]([C:8]2[CH2:12][C:11]([CH2:22][O:23][Si:24]([C:27]([CH3:30])([CH3:29])[CH3:28])([CH3:26])[CH3:25])([CH2:13][O:14][Si:15]([C:18]([CH3:21])([CH3:20])[CH3:19])([CH3:17])[CH3:16])[O:10][N:9]=2)=[CH:4][C:3]=1[F:31].[F:32][C:33]1[CH:34]=[C:35]([N:48]2[CH2:52][C@H:51]([CH2:53][N:54]3[CH:58]=[CH:57][N:56]=[N:55]3)[O:50][C:49]2=[O:59])[CH:36]=[CH:37][C:38]=1B1OC(C)(C)C(C)(C)O1.C(=O)([O-])[O-].[K+].[K+]. Product: [Si:15]([O:14][CH2:13][C:11]1([CH2:22][O:23][Si:24]([C:27]([CH3:30])([CH3:29])[CH3:28])([CH3:26])[CH3:25])[O:10][N:9]=[C:8]([C:5]2[CH:6]=[CH:7][C:2]([C:38]3[CH:37]=[CH:36][C:35]([N:48]4[CH2:52][C@H:51]([CH2:53][N:54]5[CH:58]=[CH:57][N:56]=[N:55]5)[O:50][C:49]4=[O:59])=[CH:34][C:33]=3[F:32])=[C:3]([F:31])[CH:4]=2)[CH2:12]1)([C:18]([CH3:21])([CH3:20])[CH3:19])([CH3:17])[CH3:16]. The catalyst class is: 73. (3) Reactant: [NH2:1][C:2]1[CH:7]=[CH:6][C:5]([CH3:8])=[CH:4][C:3]=1[NH:9][C:10](=[O:17])[C:11]1[CH:16]=[CH:15][CH:14]=[CH:13][CH:12]=1.[CH3:18][O:19][C:20]1[CH:21]=[C:22]([CH:25]=[C:26]([O:30][CH3:31])[C:27]=1[O:28][CH3:29])[CH:23]=O. Product: [CH3:8][C:5]1[CH:6]=[CH:7][C:2](/[N:1]=[CH:23]/[C:22]2[CH:25]=[C:26]([O:30][CH3:31])[C:27]([O:28][CH3:29])=[C:20]([O:19][CH3:18])[CH:21]=2)=[C:3]([NH:9][C:10](=[O:17])[C:11]2[CH:12]=[CH:13][CH:14]=[CH:15][CH:16]=2)[CH:4]=1. The catalyst class is: 5.